Dataset: Catalyst prediction with 721,799 reactions and 888 catalyst types from USPTO. Task: Predict which catalyst facilitates the given reaction. (1) Reactant: [Cl:1][C:2]1[CH:7]=[CH:6][C:5]([CH:8]2[CH2:12][NH:11][CH2:10][CH:9]2[N:13]([CH3:28])[C:14](=[O:27])[C:15]2[CH:20]=[CH:19][C:18]([O:21][CH3:22])=[C:17]([C:23]([F:26])([F:25])[F:24])[CH:16]=2)=[CH:4][CH:3]=1.[CH3:29][C:30]1([C:33]([N:35]2[CH2:40][CH2:39][CH:38]([C:41](O)=[O:42])[CH2:37][CH2:36]2)=[O:34])[CH2:32][CH2:31]1.F[P-](F)(F)(F)(F)F.N1(OC(N(C)C)=[N+](C)C)C2N=CC=CC=2N=N1.C(N(CC)C(C)C)(C)C. Product: [Cl:1][C:2]1[CH:3]=[CH:4][C:5]([CH:8]2[CH2:12][N:11]([C:41]([CH:38]3[CH2:37][CH2:36][N:35]([C:33]([C:30]4([CH3:29])[CH2:32][CH2:31]4)=[O:34])[CH2:40][CH2:39]3)=[O:42])[CH2:10][CH:9]2[N:13]([CH3:28])[C:14](=[O:27])[C:15]2[CH:20]=[CH:19][C:18]([O:21][CH3:22])=[C:17]([C:23]([F:24])([F:25])[F:26])[CH:16]=2)=[CH:6][CH:7]=1. The catalyst class is: 39. (2) Reactant: [CH3:1][Si:2]([CH3:9])([CH3:8])N[Si:2]([CH3:9])([CH3:8])[CH3:1].C([Li])CCC.[Cl:15][C:16]1[CH:17]=[C:18]([CH:21]=[CH:22][CH:23]=1)[CH:19]=O.C[Si](Cl)(C)C.[CH2:29]([N:31](CC)CC)[CH3:30].C(Cl)(=[O:38])C. Product: [Cl:15][C:16]1[CH:17]=[C:18]([CH:19]=[N:31][C:29]([O:38][Si:2]([CH3:9])([CH3:8])[CH3:1])=[CH2:30])[CH:21]=[CH:22][CH:23]=1. The catalyst class is: 469. (3) Reactant: O[C:2]1([C:16]2[C:24]([OH:25])=[CH:23][C:19]3[O:20][CH2:21][O:22][C:18]=3[CH:17]=2)[C:6](=[O:7])[N:5]([CH2:8][CH2:9][CH2:10][CH2:11][CH3:12])[C:4]2[CH:13]=[CH:14][S:15][C:3]1=2.FC(F)(F)C(O)=O.C([SiH](CC)CC)C. Product: [OH:25][C:24]1[C:16]([CH:2]2[C:6](=[O:7])[N:5]([CH2:8][CH2:9][CH2:10][CH2:11][CH3:12])[C:4]3[CH:13]=[CH:14][S:15][C:3]2=3)=[CH:17][C:18]2[O:22][CH2:21][O:20][C:19]=2[CH:23]=1. The catalyst class is: 2. (4) Reactant: [CH3:1][C@H:2]1[CH2:7][O:6][CH2:5][CH2:4][NH:3]1.[Br:8][C:9]1[CH:16]=[CH:15][C:12]([CH:13]=O)=[CH:11][C:10]=1[F:17].C(O[BH-](OC(=O)C)OC(=O)C)(=O)C.[Na+].Cl. The catalyst class is: 68. Product: [Br:8][C:9]1[CH:16]=[CH:15][C:12]([CH2:13][N:3]2[CH2:4][CH2:5][O:6][CH2:7][C@@H:2]2[CH3:1])=[CH:11][C:10]=1[F:17]. (5) Reactant: [CH:1]1[C:10]2[CH2:9][CH2:8][CH2:7][CH2:6][C:5]=2[CH:4]=[CH:3][C:2]=1[NH2:11].[F:12][C:13]([F:24])([F:23])[C:14]1[N:19]=[CH:18][C:17]([CH2:20][C:21]#N)=[CH:16][CH:15]=1. Product: [CH:1]1[C:10]2[CH2:9][CH2:8][CH2:7][CH2:6][C:5]=2[CH:4]=[CH:3][C:2]=1[NH:11][CH2:21][CH2:20][C:17]1[CH:18]=[N:19][C:14]([C:13]([F:24])([F:12])[F:23])=[CH:15][CH:16]=1. The catalyst class is: 19. (6) Reactant: [CH:1]1([C:4]2[S:5][C:6]([C:12]3[CH:13]=[C:14]([CH3:18])[CH:15]=[CH:16][CH:17]=3)=[C:7]([C:9]([OH:11])=O)[N:8]=2)[CH2:3][CH2:2]1.CN(C(ON1N=NC2C=CC=CC1=2)=[N+](C)C)C.[B-](F)(F)(F)F.CCN(C(C)C)C(C)C.[C:50]([O:54][C:55]([NH:57][C@@H:58]1[CH2:63][CH2:62][CH2:61][NH:60][CH2:59]1)=[O:56])([CH3:53])([CH3:52])[CH3:51]. Product: [C:50]([O:54][C:55](=[O:56])[NH:57][C@@H:58]1[CH2:63][CH2:62][CH2:61][N:60]([C:9]([C:7]2[N:8]=[C:4]([CH:1]3[CH2:2][CH2:3]3)[S:5][C:6]=2[C:12]2[CH:13]=[C:14]([CH3:18])[CH:15]=[CH:16][CH:17]=2)=[O:11])[CH2:59]1)([CH3:53])([CH3:51])[CH3:52]. The catalyst class is: 10. (7) Reactant: C(NC(C)C)(C)C.C([Li])CCC.CCCCCC.[Br:19][C:20]1[CH:21]=[N:22][CH:23]=[CH:24][C:25]=1[CH3:26].[CH2:27]1[O:29][CH2:28]1. Product: [Br:19][C:20]1[CH:21]=[N:22][CH:23]=[CH:24][C:25]=1[CH2:26][CH2:27][CH2:28][OH:29]. The catalyst class is: 1. (8) Reactant: [Cl:1][S:2]([OH:5])(=O)=[O:3].[CH3:6][N:7]1[CH:11]=[CH:10][N:9]=[C:8]1[CH3:12].S(Cl)(Cl)=O.C(=O)([O-])[O-].[Na+].[Na+]. Product: [CH3:6][N:7]1[CH:11]=[C:10]([S:2]([Cl:1])(=[O:5])=[O:3])[N:9]=[C:8]1[CH3:12]. The catalyst class is: 6.